From a dataset of Forward reaction prediction with 1.9M reactions from USPTO patents (1976-2016). Predict the product of the given reaction. Given the reactants [C:1]([O:5][C:6](=[O:20])[NH:7][CH:8]1[CH2:12][CH2:11][N:10]([C:13]([N:15]2[CH:19]=[CH:18][N:17]=[CH:16]2)=[O:14])[CH2:9]1)([CH3:4])([CH3:3])[CH3:2].[CH3:21][I:22], predict the reaction product. The product is: [I-:22].[C:1]([O:5][C:6]([NH:7][CH:8]1[CH2:12][CH2:11][N:10]([C:13]([N:15]2[CH:19]=[CH:18][N+:17]([CH3:21])=[CH:16]2)=[O:14])[CH2:9]1)=[O:20])([CH3:4])([CH3:2])[CH3:3].